This data is from Reaction yield outcomes from USPTO patents with 853,638 reactions. The task is: Predict the reaction yield, written as a fraction of the theoretical maximum amount of product (1.0 means a 100% yield; for example, 0.34 means a 34% yield). The reactants are Cl.C(OCC)C.[N+:7]([C:10]1[CH:15]=[CH:14][C:13]([N:16]2[C:21](=[O:22])[C:20]3[C:23]([CH2:38][N:39]([CH2:41][CH2:42][O:43][CH3:44])[CH3:40])=[C:24]([C:26]4[CH:31]=[CH:30][C:29]([NH:32][C:33]([NH:35][CH2:36][CH3:37])=[O:34])=[CH:28][CH:27]=4)[S:25][C:19]=3[N:18]([CH2:45][C:46]3[C:51]([F:52])=[CH:50][CH:49]=[CH:48][C:47]=3[F:53])[C:17]2=[O:54])=[CH:12][CH:11]=1)([O-])=O.C(=O)(O)[O-].[Na+]. The catalyst is C(O)C.[Pd]. The product is [NH2:7][C:10]1[CH:11]=[CH:12][C:13]([N:16]2[C:21](=[O:22])[C:20]3[C:23]([CH2:38][N:39]([CH2:41][CH2:42][O:43][CH3:44])[CH3:40])=[C:24]([C:26]4[CH:31]=[CH:30][C:29]([NH:32][C:33]([NH:35][CH2:36][CH3:37])=[O:34])=[CH:28][CH:27]=4)[S:25][C:19]=3[N:18]([CH2:45][C:46]3[C:51]([F:52])=[CH:50][CH:49]=[CH:48][C:47]=3[F:53])[C:17]2=[O:54])=[CH:14][CH:15]=1. The yield is 0.620.